From a dataset of Forward reaction prediction with 1.9M reactions from USPTO patents (1976-2016). Predict the product of the given reaction. Given the reactants C(Cl)CCl.[CH3:5][C:6]1[CH:7]=[C:8]([S:12]([NH2:15])(=[O:14])=[O:13])[CH:9]=[CH:10][CH:11]=1.[Cl:16][C:17]1[C:47]([CH3:48])=[CH:46][C:20]([O:21][CH2:22][CH2:23][CH2:24][C:25]2[C:33]3[C:28](=[C:29]([C:34]4[C:35]([CH2:41][OH:42])=[N:36][N:37]([CH3:40])[C:38]=4[CH3:39])[CH:30]=[CH:31][CH:32]=3)[NH:27][C:26]=2[C:43](O)=[O:44])=[CH:19][C:18]=1[CH3:49], predict the reaction product. The product is: [Cl:16][C:17]1[C:47]([CH3:48])=[CH:46][C:20]([O:21][CH2:22][CH2:23][CH2:24][C:25]2[C:33]3[C:28](=[C:29]([C:34]4[C:35]([CH2:41][OH:42])=[N:36][N:37]([CH3:40])[C:38]=4[CH3:39])[CH:30]=[CH:31][CH:32]=3)[NH:27][C:26]=2[C:43]([NH:15][S:12]([C:8]2[CH:7]=[C:6]([CH3:5])[CH:11]=[CH:10][CH:9]=2)(=[O:14])=[O:13])=[O:44])=[CH:19][C:18]=1[CH3:49].